This data is from Full USPTO retrosynthesis dataset with 1.9M reactions from patents (1976-2016). The task is: Predict the reactants needed to synthesize the given product. (1) The reactants are: CO[C:3]([C:5]1[C:18]2[C:9](=[N:10][C:11]3[C:16]([N:17]=2)=[C:15]2[CH:19]=[CH:20][CH:21]=[C:22]([O:23][CH3:24])[C:14]2=[CH:13][CH:12]=3)[CH:8]=[CH:7][CH:6]=1)=[O:4].[NH2:25][CH2:26][CH:27]([OH:30])[CH2:28][NH2:29]. Given the product [NH2:25][CH2:26][CH:27]([OH:30])[CH2:28][NH:29][C:3]([C:5]1[C:18]2[C:9](=[N:10][C:11]3[C:16]([N:17]=2)=[C:15]2[CH:19]=[CH:20][CH:21]=[C:22]([O:23][CH3:24])[C:14]2=[CH:13][CH:12]=3)[CH:8]=[CH:7][CH:6]=1)=[O:4], predict the reactants needed to synthesize it. (2) Given the product [CH2:1]([O:11][C:12]1[CH:13]=[C:14]([CH:18]=[CH:19][CH:20]=1)[C:15]([NH:21][C:22]1[CH:30]=[CH:29][C:28]([N+:31]([O-:33])=[O:32])=[CH:27][C:23]=1[C:24]([OH:26])=[O:25])=[O:16])[CH2:2][CH2:3][CH2:4][CH2:5][CH2:6][CH2:7][CH2:8][CH2:9][CH3:10], predict the reactants needed to synthesize it. The reactants are: [CH2:1]([O:11][C:12]1[CH:13]=[C:14]([CH:18]=[CH:19][CH:20]=1)[C:15](Cl)=[O:16])[CH2:2][CH2:3][CH2:4][CH2:5][CH2:6][CH2:7][CH2:8][CH2:9][CH3:10].[NH2:21][C:22]1[CH:30]=[CH:29][C:28]([N+:31]([O-:33])=[O:32])=[CH:27][C:23]=1[C:24]([OH:26])=[O:25].CCN(CC)CC.